Dataset: Forward reaction prediction with 1.9M reactions from USPTO patents (1976-2016). Task: Predict the product of the given reaction. (1) Given the reactants [C:1]([O:5][C@@H:6]([C:12]1[C:37]([CH3:38])=[CH:36][C:15]2[N:16]=[C:17]([C:19]3[CH:24]=[CH:23][N:22]=[C:21]([C:25]4[CH:26]=[C:27]5[C:32](=[CH:33][CH:34]=4)[NH:31][C:30](=[O:35])[CH:29]=[CH:28]5)[CH:20]=3)[S:18][C:14]=2[C:13]=1[C:39]1[CH:44]=[CH:43][C:42]([Cl:45])=[CH:41][CH:40]=1)[C:7]([O:9][CH2:10][CH3:11])=[O:8])([CH3:4])([CH3:3])[CH3:2].[C:46]([O-])([O-])=O.[Cs+].[Cs+].CI, predict the reaction product. The product is: [C:1]([O:5][C@@H:6]([C:12]1[C:37]([CH3:38])=[CH:36][C:15]2[N:16]=[C:17]([C:19]3[CH:24]=[CH:23][N:22]=[C:21]([C:25]4[CH:26]=[C:27]5[C:32](=[CH:33][CH:34]=4)[N:31]([CH3:46])[C:30](=[O:35])[CH:29]=[CH:28]5)[CH:20]=3)[S:18][C:14]=2[C:13]=1[C:39]1[CH:40]=[CH:41][C:42]([Cl:45])=[CH:43][CH:44]=1)[C:7]([O:9][CH2:10][CH3:11])=[O:8])([CH3:2])([CH3:3])[CH3:4]. (2) The product is: [Cl:41][C:42]1[CH:43]=[C:44]([NH:40][C:16]2[CH:15]=[C:14]([N:11]3[CH2:12][CH2:13][NH:8][CH2:9][CH2:10]3)[N:19]=[C:18]([C:20]3[CH:25]=[CH:24][N:23]=[C:22]([NH:26][CH:27]4[CH2:32][CH2:31][CH2:30][CH2:29][CH2:28]4)[CH:21]=3)[CH:17]=2)[CH:45]=[CH:46][C:47]=1[F:48]. Given the reactants C(OC([N:8]1[CH2:13][CH2:12][N:11]([C:14]2[N:19]=[C:18]([C:20]3[CH:25]=[CH:24][N:23]=[C:22]([N:26](C(OC(C)(C)C)=O)[CH:27]4[CH2:32][CH2:31][CH2:30][CH2:29][CH2:28]4)[CH:21]=3)[CH:17]=[C:16]([NH2:40])[CH:15]=2)[CH2:10][CH2:9]1)=O)(C)(C)C.[Cl:41][C:42]1[CH:43]=[C:44](B(O)O)[CH:45]=[CH:46][C:47]=1[F:48].B(O)O, predict the reaction product. (3) Given the reactants [O:1]=[C:2]1[O:22][C:16]2([CH2:21][CH2:20][CH2:19][CH2:18][CH2:17]2)[C:5]2[CH:6]=[C:7](/[C:10](/[CH3:15])=[CH:11]/[C:12]([NH2:14])=O)[CH:8]=[CH:9][C:4]=2[NH:3]1.S(Cl)(Cl)=O, predict the reaction product. The product is: [O:1]=[C:2]1[O:22][C:16]2([CH2:21][CH2:20][CH2:19][CH2:18][CH2:17]2)[C:5]2[CH:6]=[C:7](/[C:10](/[CH3:15])=[CH:11]/[C:12]#[N:14])[CH:8]=[CH:9][C:4]=2[NH:3]1. (4) Given the reactants [CH2:1]([C:3]([C:21]1[CH:26]=[CH:25][C:24]([OH:27])=[C:23]([CH3:28])[CH:22]=1)([C:6]1[CH:11]=[CH:10][C:9]([CH2:12][CH2:13][CH:14]([OH:19])[C:15]([CH3:18])([CH3:17])[CH3:16])=[C:8]([CH3:20])[CH:7]=1)[CH2:4][CH3:5])[CH3:2].C([O-])([O-])=O.[K+].[K+].C([O:37][C:38](=[O:46])[CH2:39][CH2:40][CH2:41][CH2:42][CH2:43][CH2:44]Br)C.O, predict the reaction product. The product is: [CH2:1]([C:3]([C:21]1[CH:26]=[CH:25][C:24]([O:27][CH2:44][CH2:43][CH2:42][CH2:41][CH2:40][CH2:39][C:38]([OH:46])=[O:37])=[C:23]([CH3:28])[CH:22]=1)([C:6]1[CH:11]=[CH:10][C:9]([CH2:12][CH2:13][CH:14]([OH:19])[C:15]([CH3:17])([CH3:18])[CH3:16])=[C:8]([CH3:20])[CH:7]=1)[CH2:4][CH3:5])[CH3:2].